This data is from Full USPTO retrosynthesis dataset with 1.9M reactions from patents (1976-2016). The task is: Predict the reactants needed to synthesize the given product. (1) Given the product [C:38]([O:37][C:35]([N:42]1[CH2:43][CH2:44][N:45]([C:29](=[O:30])[C:28]2[CH:32]=[CH:33][C:25]([CH2:24][N:21]3[CH2:22][CH2:23][CH:18]([N:9]4[C@H:10]([C:12]5[CH:13]=[CH:14][CH:15]=[CH:16][CH:17]=5)[CH2:11][N:7]([CH:1]5[CH2:6][CH2:5][CH2:4][CH2:3][CH2:2]5)[C:8]4=[O:34])[CH2:19][CH2:20]3)=[CH:26][CH:27]=2)[CH2:46][CH2:47]1)=[O:36])([CH3:41])([CH3:40])[CH3:39], predict the reactants needed to synthesize it. The reactants are: [CH:1]1([N:7]2[CH2:11][C@@H:10]([C:12]3[CH:17]=[CH:16][CH:15]=[CH:14][CH:13]=3)[N:9]([CH:18]3[CH2:23][CH2:22][N:21]([CH2:24][C:25]4[CH:33]=[CH:32][C:28]([C:29](O)=[O:30])=[CH:27][CH:26]=4)[CH2:20][CH2:19]3)[C:8]2=[O:34])[CH2:6][CH2:5][CH2:4][CH2:3][CH2:2]1.[C:35]([N:42]1[CH2:47][CH2:46][NH:45][CH2:44][CH2:43]1)([O:37][C:38]([CH3:41])([CH3:40])[CH3:39])=[O:36].CCN=C=NCCCN(C)C.C1C=CC2N(O)N=NC=2C=1.CN1CCOCC1. (2) Given the product [CH2:12]([N:8]1[C:5]2=[N:6][CH:7]=[C:2]([B:17]3[O:18][C:19]([CH3:21])([CH3:20])[C:15]([CH3:31])([CH3:14])[O:16]3)[CH:3]=[C:4]2[O:10][C:9]1=[O:11])[CH3:13], predict the reactants needed to synthesize it. The reactants are: Br[C:2]1[CH:3]=[C:4]2[O:10][C:9](=[O:11])[N:8]([CH2:12][CH3:13])[C:5]2=[N:6][CH:7]=1.[CH3:14][C:15]1([CH3:31])[C:19]([CH3:21])([CH3:20])[O:18][B:17]([B:17]2[O:18][C:19]([CH3:21])([CH3:20])[C:15]([CH3:31])([CH3:14])[O:16]2)[O:16]1.ClCCl.C([O-])(=O)C.[K+]. (3) Given the product [CH3:22][O:21][C:14]1[CH:15]=[C:16]([O:19][CH3:20])[CH:17]=[CH:18][C:13]=1[CH2:12][N:9]1[C:10]2[C:5](=[CH:4][CH:3]=[C:2]([N:30]3[CH2:36][CH2:35][CH2:34][C@@H:31]3[CH2:32][OH:33])[N:11]=2)[C:6](=[O:28])[C:7]([C:23]([O:25][CH2:26][CH3:27])=[O:24])=[CH:8]1, predict the reactants needed to synthesize it. The reactants are: Cl[C:2]1[N:11]=[C:10]2[C:5]([C:6](=[O:28])[C:7]([C:23]([O:25][CH2:26][CH3:27])=[O:24])=[CH:8][N:9]2[CH2:12][C:13]2[CH:18]=[CH:17][C:16]([O:19][CH3:20])=[CH:15][C:14]=2[O:21][CH3:22])=[CH:4][C:3]=1F.[NH:30]1[CH2:36][CH2:35][CH2:34][C@@H:31]1[CH2:32][OH:33].C(N(C(C)C)CC)(C)C.O. (4) Given the product [OH:8][CH2:9][CH2:10][CH2:11][O:12][C:13]1[CH:22]=[CH:21][C:16]([C:17]([O:19][CH3:20])=[O:18])=[C:15]([O:23][CH3:24])[CH:14]=1, predict the reactants needed to synthesize it. The reactants are: C([O:8][CH2:9][CH2:10][CH2:11][O:12][C:13]1[CH:22]=[CH:21][C:16]([C:17]([O:19][CH3:20])=[O:18])=[C:15]([O:23][CH3:24])[CH:14]=1)C1C=CC=CC=1.[H][H].